Dataset: Full USPTO retrosynthesis dataset with 1.9M reactions from patents (1976-2016). Task: Predict the reactants needed to synthesize the given product. (1) Given the product [Cl:1][C:2]1[C:3]([C:29]([F:32])([F:31])[F:30])=[CH:4][C:5]([N:8]2[CH2:11][C:10]([CH2:13][O:14][C:15]3[C:24]([CH:25]4[CH2:26][CH2:27]4)=[CH:23][C:18]([C:19]([OH:21])=[O:20])=[C:17]([F:28])[CH:16]=3)([CH3:12])[CH2:9]2)=[N:6][CH:7]=1, predict the reactants needed to synthesize it. The reactants are: [Cl:1][C:2]1[C:3]([C:29]([F:32])([F:31])[F:30])=[CH:4][C:5]([N:8]2[CH2:11][C:10]([CH2:13][O:14][C:15]3[C:24]([CH:25]4[CH2:27][CH2:26]4)=[CH:23][C:18]([C:19]([O:21]C)=[O:20])=[C:17]([F:28])[CH:16]=3)([CH3:12])[CH2:9]2)=[N:6][CH:7]=1.O.[OH-].[Li+]. (2) Given the product [CH3:1][O:2][CH2:3][CH2:4][CH:5]([N:39]1[CH:43]=[CH:42][CH:41]=[N:40]1)[C:6]([O:8][CH3:9])=[O:7], predict the reactants needed to synthesize it. The reactants are: [CH3:1][O:2][CH2:3][CH2:4][CH2:5][C:6]([O:8][CH3:9])=[O:7].[Li+].C[Si]([N-][Si](C)(C)C)(C)C.Cl[Si](C)(C)C.BrN1C(=O)CCC1=O.C(=O)([O-])[O-].[K+].[K+].[NH:39]1[CH:43]=[CH:42][CH:41]=[N:40]1. (3) Given the product [F:9][C:8]([F:11])([F:10])[C:5]1[CH:6]=[CH:7][C:2]([C:18]2[CH:19]=[CH:20][C:15]([C:12]([OH:14])=[O:13])=[CH:16][CH:17]=2)=[CH:3][CH:4]=1, predict the reactants needed to synthesize it. The reactants are: Br[C:2]1[CH:7]=[CH:6][C:5]([C:8]([F:11])([F:10])[F:9])=[CH:4][CH:3]=1.[C:12]([C:15]1[CH:20]=[CH:19][C:18](B(O)O)=[CH:17][CH:16]=1)([OH:14])=[O:13]. (4) Given the product [CH3:15][O:14][N:13]=[C:11]1[CH2:10][C@@H:9]([C:16]([N:43]2[CH2:44][CH2:45][C:40]([OH:46])([C:34]3[CH:35]=[CH:36][CH:37]=[CH:38][CH:39]=3)[CH2:41][CH2:42]2)=[O:18])[N:8]([C:6](=[O:7])[C:28]2[CH:27]=[CH:26][C:25]([C:21]3[CH:20]=[N:19][CH:24]=[CH:23][CH:22]=3)=[CH:33][CH:32]=2)[CH2:12]1, predict the reactants needed to synthesize it. The reactants are: C(O[C:6]([N:8]1[CH2:12][C:11](=[N:13][O:14][CH3:15])[CH2:10][C@H:9]1[C:16]([OH:18])=O)=[O:7])(C)(C)C.[N:19]1[CH:24]=[CH:23][CH:22]=[C:21]([C:25]2[CH:33]=[CH:32][C:28](C(O)=O)=[CH:27][CH:26]=2)[CH:20]=1.[C:34]1([C:40]2([OH:46])[CH2:45][CH2:44][NH:43][CH2:42][CH2:41]2)[CH:39]=[CH:38][CH:37]=[CH:36][CH:35]=1.